From a dataset of Full USPTO retrosynthesis dataset with 1.9M reactions from patents (1976-2016). Predict the reactants needed to synthesize the given product. (1) Given the product [CH2:19]([O:18][C:16]([C:8]1[NH:7][C:11]2=[N:12][CH:13]=[CH:14][CH:15]=[C:10]2[C:9]=1[CH2:2][N:3]([CH3:21])[CH3:4])=[O:17])[CH3:20], predict the reactants needed to synthesize it. The reactants are: Cl.[CH3:2][NH:3][CH3:4].C=O.[NH:7]1[C:11]2=[N:12][CH:13]=[CH:14][CH:15]=[C:10]2[CH:9]=[C:8]1[C:16]([O:18][CH2:19][CH3:20])=[O:17].[C:21](O)(=O)C. (2) Given the product [C:19]1([C:2]2[N:6]3[CH:7]=[CH:8][C:9]([C:11]4[CH:18]=[CH:17][C:14]([CH:15]=[O:16])=[CH:13][CH:12]=4)=[CH:10][C:5]3=[N:4][CH:3]=2)[CH:24]=[CH:23][CH:22]=[CH:21][CH:20]=1, predict the reactants needed to synthesize it. The reactants are: I[C:2]1[N:6]2[CH:7]=[CH:8][C:9]([C:11]3[CH:18]=[CH:17][C:14]([CH:15]=[O:16])=[CH:13][CH:12]=3)=[CH:10][C:5]2=[N:4][CH:3]=1.[C:19]1(B(O)O)[CH:24]=[CH:23][CH:22]=[CH:21][CH:20]=1.C(=O)([O-])[O-].[Na+].[Na+].[Cl-].[Li+].